Dataset: Rat liver microsome stability data. Task: Regression/Classification. Given a drug SMILES string, predict its absorption, distribution, metabolism, or excretion properties. Task type varies by dataset: regression for continuous measurements (e.g., permeability, clearance, half-life) or binary classification for categorical outcomes (e.g., BBB penetration, CYP inhibition). Dataset: rlm. (1) The compound is O=C(Nc1ccc(C(=O)NCCN2CCCC2)cc1)Nc1ccc(-c2nc(O[C@H]3CCOC3)nc(N3CCOCC3)n2)cc1. The result is 1 (stable in rat liver microsomes). (2) The drug is CCOC(=O)N1CCN(Cc2nc3cc(NC(=O)CC(C)C)ccc3n2C(C)C)CC1. The result is 0 (unstable in rat liver microsomes). (3) The compound is CN1CCN(CCNc2cc(O)c3c(O)c4c(-c5nccs5)nc(Cc5ccc6c(c5)OCO6)c-4oc3c2)CC1. The result is 0 (unstable in rat liver microsomes). (4) The compound is Cc1nc2c(C(F)(F)F)cccn2c1-c1cccc(Oc2cccc(S(C)(=O)=O)c2)c1. The result is 1 (stable in rat liver microsomes). (5) The result is 1 (stable in rat liver microsomes). The drug is O=c1nc2n(CCCC(F)(F)F)nc(-c3cccc(C(F)(F)F)c3)nc-2c(=O)n1CC1CC1. (6) The molecule is FC(F)(F)c1ccccc1-c1nc(NCc2ccccc2)c2ccccc2n1. The result is 1 (stable in rat liver microsomes).